This data is from Forward reaction prediction with 1.9M reactions from USPTO patents (1976-2016). The task is: Predict the product of the given reaction. (1) The product is: [C:17]([O:16][C:15]([NH:14][CH2:13][CH2:12][N:8]1[CH2:7][C:6]2[CH:22]=[C:2]([C:28]3[C:27]4[C:31](=[CH:32][C:24]([F:23])=[CH:25][CH:26]=4)[N:30]([C:33]([O:35][C:36]([CH3:39])([CH3:38])[CH3:37])=[O:34])[CH:29]=3)[CH:3]=[CH:4][C:5]=2[S:9]1(=[O:11])=[O:10])=[O:21])([CH3:20])([CH3:19])[CH3:18]. Given the reactants Br[C:2]1[CH:3]=[CH:4][C:5]2[S:9](=[O:11])(=[O:10])[N:8]([CH2:12][CH2:13][NH:14][C:15](=[O:21])[O:16][C:17]([CH3:20])([CH3:19])[CH3:18])[CH2:7][C:6]=2[CH:22]=1.[F:23][C:24]1[CH:32]=[C:31]2[C:27]([C:28](B3OC(C)(C)C(C)(C)O3)=[CH:29][N:30]2[C:33]([O:35][C:36]([CH3:39])([CH3:38])[CH3:37])=[O:34])=[CH:26][CH:25]=1.[O-]P([O-])([O-])=O.[K+].[K+].[K+].N#N, predict the reaction product. (2) Given the reactants C([N:8]([CH2:16][C@@H:17]1[O:21][C:20](=[O:22])[N:19]([C:23]2[CH:28]=[CH:27][C:26]([N:29]3[CH2:34][CH2:33][O:32][CH2:31][CH2:30]3)=[C:25]([F:35])[CH:24]=2)[CH2:18]1)CC1C=CC=CC=1)C1C=CC=CC=1.C([O-])=O.[NH4+].N#N, predict the reaction product. The product is: [NH2:8][CH2:16][C@@H:17]1[O:21][C:20](=[O:22])[N:19]([C:23]2[CH:28]=[CH:27][C:26]([N:29]3[CH2:30][CH2:31][O:32][CH2:33][CH2:34]3)=[C:25]([F:35])[CH:24]=2)[CH2:18]1. (3) Given the reactants [F:1][C:2]([F:33])([F:32])[CH2:3][NH:4][C:5]([NH:7][C:8]1[CH:9]=[C:10]([N:14]2[C:18]3[CH:19]=[CH:20][C:21]([C:23]4[CH:31]=[CH:30][C:26]([C:27](O)=[O:28])=[CH:25][CH:24]=4)=[CH:22][C:17]=3[N:16]=[CH:15]2)[CH:11]=[CH:12][CH:13]=1)=[O:6].[CH:34]1([CH2:37][NH2:38])[CH2:36][CH2:35]1.F[P-](F)(F)(F)(F)F.N1(O[P+](N(C)C)(N(C)C)N(C)C)C2C=CC=CC=2N=N1.C(N(CC)C(C)C)(C)C, predict the reaction product. The product is: [CH:34]1([CH2:37][NH:38][C:27](=[O:28])[C:26]2[CH:30]=[CH:31][C:23]([C:21]3[CH:20]=[CH:19][C:18]4[N:14]([C:10]5[CH:11]=[CH:12][CH:13]=[C:8]([NH:7][C:5]([NH:4][CH2:3][C:2]([F:32])([F:33])[F:1])=[O:6])[CH:9]=5)[CH:15]=[N:16][C:17]=4[CH:22]=3)=[CH:24][CH:25]=2)[CH2:36][CH2:35]1. (4) The product is: [CH2:18]([O:17][C:12]([C:13]1[C:3]([C:4]2[CH:9]=[CH:8][C:7]([Cl:10])=[CH:6][CH:5]=2)=[N:2][O:1][C:14]=1[CH3:15])=[O:16])[CH3:19]. Given the reactants [OH:1]/[N:2]=[C:3](\Cl)/[C:4]1[CH:9]=[CH:8][C:7]([Cl:10])=[CH:6][CH:5]=1.[C:12]([O:17][CH2:18][CH3:19])(=[O:16])[C:13]#[C:14][CH3:15].C(N(CC)CC)C, predict the reaction product. (5) Given the reactants [CH2:1]([O:8][C:9]([N:11]1[CH2:16][CH:15]2[CH2:17][CH:12]1[CH2:13][C:14]2([OH:29])[C:18]1[CH:19]=[C:20]2[C:25](=[CH:26][CH:27]=1)[N:24]=[CH:23][NH:22][C:21]2=[O:28])=[O:10])[C:2]1[CH:7]=[CH:6][CH:5]=[CH:4][CH:3]=1.Br[CH2:31][C:32]([O:34][CH2:35][CH3:36])=[O:33], predict the reaction product. The product is: [CH2:1]([O:8][C:9]([N:11]1[CH2:16][CH:15]2[CH2:17][CH:12]1[CH2:13][C:14]2([C:18]1[CH:19]=[C:20]2[C:25](=[CH:26][CH:27]=1)[N:24]=[CH:23][N:22]([CH2:31][C:32]([O:34][CH2:35][CH3:36])=[O:33])[C:21]2=[O:28])[OH:29])=[O:10])[C:2]1[CH:3]=[CH:4][CH:5]=[CH:6][CH:7]=1. (6) Given the reactants P(Cl)(Cl)(Cl)=O.[Cl:6][C:7]1C=CC(C)=[C:11]2[C:15]=1[NH:14][CH:13]=[CH:12]2.[OH-:17].[Na+].[CH3:19][C:20](=[CH:22][CH3:23])[CH3:21].P([O-])(O)(O)=[O:25].[Na+].Cl([O-])=O.[Na+], predict the reaction product. The product is: [Cl:6][C:7]1[CH:23]=[CH:22][C:20]([CH3:21])=[C:19]2[C:15]=1[NH:14][CH:13]=[C:12]2[C:11]([OH:25])=[O:17]. (7) Given the reactants [CH2:1]([C@H:8]1[CH2:13][N:12]([C:14]2[CH:19]=[CH:18][C:17]([O:20][CH3:21])=[C:16]([O:22][CH:23]([CH3:25])[CH3:24])[CH:15]=2)[CH2:11][CH2:10][N:9]1[C:26](=[O:36])[CH2:27][C:28]1[N:32]=[C:31]([N+:33]([O-])=O)[NH:30][N:29]=1)[C:2]1[CH:7]=[CH:6][CH:5]=[CH:4][CH:3]=1.C([O-])=O.[NH4+], predict the reaction product. The product is: [NH2:33][C:31]1[N:32]=[C:28]([CH2:27][C:26]([N:9]2[CH2:10][CH2:11][N:12]([C:14]3[CH:19]=[CH:18][C:17]([O:20][CH3:21])=[C:16]([O:22][CH:23]([CH3:24])[CH3:25])[CH:15]=3)[CH2:13][C@@H:8]2[CH2:1][C:2]2[CH:3]=[CH:4][CH:5]=[CH:6][CH:7]=2)=[O:36])[NH:29][N:30]=1. (8) Given the reactants [CH2:1]([CH:7]([CH2:47][CH2:48][CH2:49][CH2:50][CH2:51][CH2:52][CH2:53][CH3:54])[CH2:8][C:9]1[S:13][C:12]([C:14]2[C:25]3[S:24][CH:23]=[CH:22][C:21]=3[C:20]([C:26]3[S:27][C:28]([CH2:31][CH:32]([CH2:41][CH2:42][CH2:43][CH2:44][CH2:45][CH3:46])[CH2:33][CH2:34][CH2:35][CH2:36][CH2:37][CH2:38][CH2:39][CH3:40])=[CH:29][CH:30]=3)=[C:19]3[C:15]=2[CH:16]=[CH:17][S:18]3)=[CH:11][CH:10]=1)[CH2:2][CH2:3][CH2:4][CH2:5][CH3:6].C1COCC1.C([Li])CCC.[CH3:65][Sn:66](Cl)([CH3:68])[CH3:67], predict the reaction product. The product is: [CH2:41]([CH:32]([CH2:33][CH2:34][CH2:35][CH2:36][CH2:37][CH2:38][CH2:39][CH3:40])[CH2:31][C:28]1[S:27][C:26]([C:20]2[C:19]3[S:18][C:17]([Sn:66]([CH3:68])([CH3:67])[CH3:65])=[CH:16][C:15]=3[C:14]([C:12]3[S:13][C:9]([CH2:8][CH:7]([CH2:1][CH2:2][CH2:3][CH2:4][CH2:5][CH3:6])[CH2:47][CH2:48][CH2:49][CH2:50][CH2:51][CH2:52][CH2:53][CH3:54])=[CH:10][CH:11]=3)=[C:25]3[C:21]=2[CH:22]=[C:23]([Sn:66]([CH3:68])([CH3:67])[CH3:65])[S:24]3)=[CH:30][CH:29]=1)[CH2:42][CH2:43][CH2:44][CH2:45][CH3:46]. (9) Given the reactants [CH:1]([N:4]1[CH2:14][CH:13]2[CH2:15][CH:6]([C:7]3[C:12]2=[CH:11][C:10]([NH2:16])=[CH:9][CH:8]=3)[CH2:5]1)([CH3:3])[CH3:2].Cl[C:18]1[N:23]=[C:22]([NH:24][C:25]2[CH:30]=[CH:29][CH:28]=[CH:27][C:26]=2[S:31]([NH:34][CH3:35])(=[O:33])=[O:32])[C:21]([Cl:36])=[CH:20][N:19]=1.Cl.O1CCOCC1.[Na], predict the reaction product. The product is: [Cl:36][C:21]1[C:22]([NH:24][C:25]2[CH:30]=[CH:29][CH:28]=[CH:27][C:26]=2[S:31]([NH:34][CH3:35])(=[O:33])=[O:32])=[N:23][C:18]([NH:16][C:10]2[CH:11]=[C:12]3[C:7](=[CH:8][CH:9]=2)[CH:6]2[CH2:15][CH:13]3[CH2:14][N:4]([CH:1]([CH3:3])[CH3:2])[CH2:5]2)=[N:19][CH:20]=1. (10) Given the reactants [C:1]([C:4]1[CH:5]=[CH:6][C:7]2[CH:15]=[CH:14][C:13]3[N:12]([C:16](OC(C)(C)C)=[O:17])[CH2:11][CH:10]([CH2:23][Cl:24])[C:9]=3[C:8]=2[CH:25]=1)(=[O:3])[CH3:2].O1CCOCC1.C(OC([C:34]([F:37])([F:36])[F:35])=O)([C:34]([F:37])([F:36])[F:35])=O, predict the reaction product. The product is: [C:1]([C:4]1[CH:5]=[CH:6][C:7]2[CH:15]=[CH:14][C:13]3[N:12]([C:16](=[O:17])[C:34]([F:37])([F:36])[F:35])[CH2:11][CH:10]([CH2:23][Cl:24])[C:9]=3[C:8]=2[CH:25]=1)(=[O:3])[CH3:2].